From a dataset of Forward reaction prediction with 1.9M reactions from USPTO patents (1976-2016). Predict the product of the given reaction. (1) The product is: [C:13]1([NH:12][C:2]2[CH:7]=[CH:6][CH:5]=[CH:4][C:3]=2[CH2:8][C:9]([OH:11])=[O:10])[CH:18]=[CH:17][CH:16]=[CH:15][CH:14]=1. Given the reactants Br[C:2]1[CH:7]=[CH:6][CH:5]=[CH:4][C:3]=1[CH2:8][C:9]([OH:11])=[O:10].[NH2:12][C:13]1[CH:18]=[CH:17][CH:16]=[CH:15][CH:14]=1.C(=O)([O-])[O-].[K+].[K+], predict the reaction product. (2) Given the reactants C(O)(=O)C.[NH2:5][C:6]1[CH:7]=[C:8]([C@H:29]2[CH2:34][CH2:33][C@H:32]([CH2:35][C:36]([O:38][CH3:39])=[O:37])[CH2:31][CH2:30]2)[CH:9]=[CH:10][C:11]=1[NH:12][C:13]([C:15]1[O:16][C:17]([NH:20][C:21]2[CH:26]=[CH:25][C:24]([F:27])=[C:23]([F:28])[CH:22]=2)=[N:18][N:19]=1)=O, predict the reaction product. The product is: [F:28][C:23]1[CH:22]=[C:21]([NH:20][C:17]2[O:16][C:15]([C:13]3[NH:12][C:11]4[CH:10]=[CH:9][C:8]([C@H:29]5[CH2:34][CH2:33][C@H:32]([CH2:35][C:36]([O:38][CH3:39])=[O:37])[CH2:31][CH2:30]5)=[CH:7][C:6]=4[N:5]=3)=[N:19][N:18]=2)[CH:26]=[CH:25][C:24]=1[F:27]. (3) Given the reactants [NH2:1][C:2]1[C:7]([C:8]#[N:9])=[C:6]([C:10]2[CH:15]=[CH:14][C:13]([OH:16])=[CH:12][CH:11]=2)[C:5]([C:17]#[N:18])=[C:4]([SH:19])[N:3]=1.[CH2:20]([N:22]([CH2:27][CH3:28])[C:23](=[O:26])[CH2:24]Br)[CH3:21].C([O-])(O)=O.[Na+].C(Cl)Cl.CO, predict the reaction product. The product is: [NH2:1][C:2]1[N:3]=[C:4]([S:19][CH2:24][C:23]([N:22]([CH2:27][CH3:28])[CH2:20][CH3:21])=[O:26])[C:5]([C:17]#[N:18])=[C:6]([C:10]2[CH:11]=[CH:12][C:13]([OH:16])=[CH:14][CH:15]=2)[C:7]=1[C:8]#[N:9]. (4) Given the reactants [N:1]1[CH:6]=[C:5]([C:7]([NH:9][C:10]2([C:14]([O:16]CC)=[O:15])[CH2:13][CH2:12][CH2:11]2)=[O:8])[CH:4]=[N:3][CH:2]=1.[OH-].[Na+], predict the reaction product. The product is: [N:1]1[CH:6]=[C:5]([C:7]([NH:9][C:10]2([C:14]([OH:16])=[O:15])[CH2:13][CH2:12][CH2:11]2)=[O:8])[CH:4]=[N:3][CH:2]=1.